Task: Predict the product of the given reaction.. Dataset: Forward reaction prediction with 1.9M reactions from USPTO patents (1976-2016) (1) Given the reactants [CH3:1][S:2]([NH:5][CH2:6][C:7]1[CH:15]=[CH:14][C:10]([C:11]([OH:13])=O)=[CH:9][CH:8]=1)(=[O:4])=[O:3].Cl.[CH3:17][C:18]1[CH:23]=[CH:22][C:21]([C:24]([CH:26]2[CH2:31][CH2:30][NH:29][CH2:28][CH2:27]2)=[O:25])=[CH:20][CH:19]=1, predict the reaction product. The product is: [CH3:17][C:18]1[CH:19]=[CH:20][C:21]([C:24]([CH:26]2[CH2:27][CH2:28][N:29]([C:11]([C:10]3[CH:9]=[CH:8][C:7]([CH2:6][NH:5][S:2]([CH3:1])(=[O:3])=[O:4])=[CH:15][CH:14]=3)=[O:13])[CH2:30][CH2:31]2)=[O:25])=[CH:22][CH:23]=1. (2) Given the reactants [CH2:1]([N:8]1[C:17]2[CH2:16][CH2:15][NH:14][CH2:13][CH2:12][C:11]=2[C:10]([C:18]2[CH:23]=[CH:22][C:21]([Cl:24])=[CH:20][CH:19]=2)=[N:9]1)[C:2]1[CH:7]=[CH:6][CH:5]=[CH:4][CH:3]=1.[C:25](O)(=O)C.C=O.[BH-](OC(C)=O)(OC(C)=O)OC(C)=O.[Na+], predict the reaction product. The product is: [CH2:1]([N:8]1[C:17]2[CH2:16][CH2:15][N:14]([CH3:25])[CH2:13][CH2:12][C:11]=2[C:10]([C:18]2[CH:23]=[CH:22][C:21]([Cl:24])=[CH:20][CH:19]=2)=[N:9]1)[C:2]1[CH:7]=[CH:6][CH:5]=[CH:4][CH:3]=1. (3) Given the reactants Cl[C:2]1[CH:7]=[CH:6][N:5]=[C:4]2[NH:8][C:9]([C:11]3[CH:16]=[CH:15][C:14]([C:17]([N:19]4[CH2:24][CH2:23][O:22][CH2:21][CH2:20]4)=[O:18])=[CH:13][CH:12]=3)=[N:10][C:3]=12.[CH3:25][O:26][C:27]1[CH:32]=[CH:31][C:30](B(O)O)=[CH:29][CH:28]=1.C(=O)([O-])[O-].[Na+].[Na+], predict the reaction product. The product is: [CH3:25][O:26][C:27]1[CH:32]=[CH:31][C:30]([C:2]2[CH:7]=[CH:6][N:5]=[C:4]3[NH:8][C:9]([C:11]4[CH:16]=[CH:15][C:14]([C:17]([N:19]5[CH2:24][CH2:23][O:22][CH2:21][CH2:20]5)=[O:18])=[CH:13][CH:12]=4)=[N:10][C:3]=23)=[CH:29][CH:28]=1. (4) Given the reactants [CH2:1]([O:8][C:9]1[C:17]2[O:16][C:15]([C:18]3[N:19]=[C:20]4[N:24]([CH:25]=3)[N:23]=[C:22](Br)[S:21]4)=[CH:14][C:13]=2[CH:12]=[C:11]([O:27][CH3:28])[CH:10]=1)[C:2]1[CH:7]=[CH:6][CH:5]=[CH:4][CH:3]=1.ClCCl.CO.C[O-].[Na+].Cl.[C:38]([O-])(O)=[O:39].[Na+], predict the reaction product. The product is: [CH2:1]([O:8][C:9]1[C:17]2[O:16][C:15]([C:18]3[N:19]=[C:20]4[N:24]([CH:25]=3)[N:23]=[C:22]([O:39][CH3:38])[S:21]4)=[CH:14][C:13]=2[CH:12]=[C:11]([O:27][CH3:28])[CH:10]=1)[C:2]1[CH:7]=[CH:6][CH:5]=[CH:4][CH:3]=1. (5) Given the reactants [Cl:1][C:2]1[CH:7]=[C:6]([Cl:8])[CH:5]=[CH:4][C:3]=1[C:9]1[C:10]2[N:11]([C:15]([N+:19]([O-])=O)=[C:16]([CH3:18])[N:17]=2)[CH:12]=[CH:13][N:14]=1.C(O)(=O)C, predict the reaction product. The product is: [Cl:1][C:2]1[CH:7]=[C:6]([Cl:8])[CH:5]=[CH:4][C:3]=1[C:9]1[C:10]2[N:11]([C:15]([NH2:19])=[C:16]([CH3:18])[N:17]=2)[CH:12]=[CH:13][N:14]=1. (6) Given the reactants [CH:1]([C:3]1[O:4][CH:5]=[C:6]([C:8]([O:10][CH2:11][CH3:12])=[O:9])[N:7]=1)=O.[NH2:13]O.C(P1(=O)OP(CCC)(=O)OP(CCC)(=O)O1)CC, predict the reaction product. The product is: [C:1]([C:3]1[O:4][CH:5]=[C:6]([C:8]([O:10][CH2:11][CH3:12])=[O:9])[N:7]=1)#[N:13].